From a dataset of Catalyst prediction with 721,799 reactions and 888 catalyst types from USPTO. Predict which catalyst facilitates the given reaction. (1) Reactant: [C:1]([C@H:5]1[CH2:10][CH2:9][C@H:8]([O:11][C:12]2[CH:13]=[C:14]3[C:19](=[CH:20][CH:21]=2)[CH:18]=[C:17]([CH:22]=O)[CH:16]=[CH:15]3)[CH2:7][CH2:6]1)([CH3:4])([CH3:3])[CH3:2].[NH2:24][CH:25]([CH3:30])[C:26]([O:28][CH3:29])=[O:27].CC(O)=O.[BH3-]C#N.[Na+]. Product: [C:1]([C@H:5]1[CH2:10][CH2:9][C@H:8]([O:11][C:12]2[CH:13]=[C:14]3[C:19](=[CH:20][CH:21]=2)[CH:18]=[C:17]([CH2:22][NH:24][CH:25]([CH3:30])[C:26]([O:28][CH3:29])=[O:27])[CH:16]=[CH:15]3)[CH2:7][CH2:6]1)([CH3:4])([CH3:3])[CH3:2]. The catalyst class is: 68. (2) Reactant: [CH3:1][C:2]1[CH:3]=[CH:4][C:5]([C:12]2[CH:17]=[CH:16][N:15]=[CH:14][CH:13]=2)=[C:6]([CH:11]=1)[C:7]([O:9]C)=[O:8].[ClH:18]. Product: [ClH:18].[CH3:1][C:2]1[CH:3]=[CH:4][C:5]([C:12]2[CH:17]=[CH:16][N:15]=[CH:14][CH:13]=2)=[C:6]([CH:11]=1)[C:7]([OH:9])=[O:8]. The catalyst class is: 15. (3) Reactant: CC(C1CN(CC2C=C(C3C=C(CNC(C4C=CC=C(C(NC[C:38]5[C:39]([NH:51][CH:52]6[CH2:57][CH2:56][O:55][CH2:54][CH2:53]6)=[C:40]6[CH:48]=[N:47][N:46]([CH2:49][CH3:50])[C:41]6=[N:42][C:43]=5[CH2:44][CH3:45])=O)N=4)=O)C=CC=3C)C=CC=2)CCN1C([O-])=O)(C)C.C(N1[C:68]2=N[C:70]([CH2:93][CH3:94])=[C:71]([CH2:80][NH:81][C:82]([C:84]3[N:89]=[C:88]([C:90]([OH:92])=O)[CH:87]=[CH:86][CH:85]=3)=[O:83])[C:72](NC3CCOCC3)=[C:67]2C=N1)C.NCC1C=[C:99]([C:103]2C=C[CH:106]=[C:105]([CH2:109][CH:110]3[CH2:115][CH2:114][N:113]([C:116](OC(C)(C)C)=O)[CH2:112][CH2:111]3)[CH:104]=2)C=CC=1.[CH3:123][N:124](C(ON1N=NC2C=CC=CC1=2)=[N+](C)C)C.F[P-](F)(F)(F)(F)F.CCN(CC)CC. Product: [CH2:49]([N:46]1[C:41]2=[N:42][C:43]([CH2:44][CH3:45])=[C:38]([CH2:123][NH:124][C:90]([C:88]3[CH:87]=[CH:86][CH:85]=[C:84]([C:82]([NH:81][CH2:80][C:71]4[CH:70]=[C:93]([C:94]5[CH:99]=[CH:103][CH:104]=[C:105]([CH2:109][CH:110]6[CH2:115][CH2:114][N:113]([CH3:116])[CH2:112][CH2:111]6)[CH:106]=5)[CH:68]=[CH:67][CH:72]=4)=[O:83])[N:89]=3)=[O:92])[C:39]([NH:51][CH:52]3[CH2:57][CH2:56][O:55][CH2:54][CH2:53]3)=[C:40]2[CH:48]=[N:47]1)[CH3:50]. The catalyst class is: 2. (4) Reactant: Cl.[NH2:2][CH2:3][C:4]1[CH:13]=[CH:12][C:7]([C:8]([O:10][CH3:11])=[O:9])=[CH:6][CH:5]=1.C(N(CC)CC)C.[Cl:21][C:22]1[CH:27]=[CH:26][C:25]([S:28](Cl)(=[O:30])=[O:29])=[CH:24][CH:23]=1. Product: [Cl:21][C:22]1[CH:27]=[CH:26][C:25]([S:28]([NH:2][CH2:3][C:4]2[CH:5]=[CH:6][C:7]([C:8]([O:10][CH3:11])=[O:9])=[CH:12][CH:13]=2)(=[O:30])=[O:29])=[CH:24][CH:23]=1. The catalyst class is: 4.